Dataset: Forward reaction prediction with 1.9M reactions from USPTO patents (1976-2016). Task: Predict the product of the given reaction. (1) Given the reactants [NH:1]([C:3]1[N:12]=[CH:11][CH:10]=[C:9]2[C:4]=1[CH:5]=[C:6]([C:28]1[CH:33]=[CH:32][CH:31]=[CH:30][CH:29]=1)[C:7]([C:13]1[CH:27]=[CH:26][C:16]([CH2:17][NH:18][C:19](=[O:25])[O:20][C:21]([CH3:24])([CH3:23])[CH3:22])=[CH:15][CH:14]=1)=[N:8]2)[NH2:2].N1C=CC=CC=1.[Cl:40][CH2:41][C:42](OC(=O)CCl)=O, predict the reaction product. The product is: [Cl:40][CH2:41][C:42]1[N:12]2[C:3]([C:4]3[CH:5]=[C:6]([C:28]4[CH:29]=[CH:30][CH:31]=[CH:32][CH:33]=4)[C:7]([C:13]4[CH:14]=[CH:15][C:16]([CH2:17][NH:18][C:19](=[O:25])[O:20][C:21]([CH3:24])([CH3:23])[CH3:22])=[CH:26][CH:27]=4)=[N:8][C:9]=3[CH:10]=[CH:11]2)=[N:1][N:2]=1. (2) Given the reactants Br[C:2]1[CH:3]=[C:4]2[C:8](=[CH:9][C:10]=1[Cl:11])[NH:7][CH:6]=[C:5]2[CH:12]=[O:13].[CH:14]([C:17]1[CH:22]=[CH:21][C:20](B(O)O)=[CH:19][CH:18]=1)([CH3:16])[CH3:15].C(=O)([O-])[O-].[Cs+].[Cs+], predict the reaction product. The product is: [Cl:11][C:10]1[CH:9]=[C:8]2[C:4]([C:5]([CH:12]=[O:13])=[CH:6][NH:7]2)=[CH:3][C:2]=1[C:20]1[CH:21]=[CH:22][C:17]([CH:14]([CH3:16])[CH3:15])=[CH:18][CH:19]=1.